From a dataset of Experimentally validated miRNA-target interactions with 360,000+ pairs, plus equal number of negative samples. Binary Classification. Given a miRNA mature sequence and a target amino acid sequence, predict their likelihood of interaction. (1) The miRNA is hsa-miR-6890-5p with sequence CAUGGGGUAGGGCAGAGUAGG. The protein sequence of the target gene is MKPDRDTLDEYFEYDAEEFLVSLALLITEGRTPECSVKGRTESFHCPPAQSCYPVTTKHECSDKLAQCRQARRTRSEVTLLWKNNLPIMVEMMLLPDCCYSDDGPTTEGIDLNDPAIKQDALLLERWILEPVPRQNGDRFIEEKTLLLAVRSFVFFSQLSAWLSVSHGAIPRNILYRISAADVDLQWNFSQTPIEHVFPVPNVSHNVALKVSVQSLPRQSNYPVLTCSIHTNIGLYEKRIQQHKLKTHQHHNPNEAEQCGTNSSQRLCSKQTWTMAPESVLHAKSGPSPEYTAAVKNIKL.... Result: 0 (no interaction). (2) The miRNA is hsa-miR-487b-3p with sequence AAUCGUACAGGGUCAUCCACUU. The protein sequence of the target gene is MRVAALISGGKDSCYNMMQCIAEGHQIVALANLRPDENQVESDELDSYMYQTVGHHAIDLYAEAMALPLYRRAIRGRSLETGRVYTQCEGDEVEDLYELLKLVKEKEEIEGVSVGAILSDYQRGRVENVCKRLNLQPLAYLWQRNQEDLLREMIASNIKAIIIKVAALGLDPDKHLGKTLVEMEPYLLELSKKYGVHVCGEGGEYETFTLDCPLFKKKIVVDSSEAVMHSADAFAPVAYLRLSRLHLEEKVSSVPADDETANSIHSS. Result: 0 (no interaction). (3) The miRNA is hsa-miR-4423-5p with sequence AGUUGCCUUUUUGUUCCCAUGC. The protein sequence of the target gene is MFPAQDALPRSGLNLKEEPLLPAGLGSVRSWMQGAGILDASTAAQSGVGLARAHFEKQPPSNLRKSNFFHFVLAMYDRQGQPVEVERTAFIDFVEKDREPGAEKTNNGIHYRLRLVYNNGLRTEQDLYVRLIDSMSKQAIIYEGQDKNPEMCRVLLTHEIMCSRCCDRKSCGNRNETPSDPVIIDRFFLKFFLKCNQNCLKNAGNPRDMRRFQVVVSTTVSVDGHVLAVSDNMFVHNNSKHGRRARRLDPSEAATPCIKAISPGEGWTTGGATVIVIGDNFFDGLQVVFGNVLVWSELIT.... Result: 0 (no interaction). (4) The miRNA is mmu-miR-27a-5p with sequence AGGGCUUAGCUGCUUGUGAGCA. The protein sequence of the target gene is MGANTSSKAPVFDENEDVNFDHFEILRAIGKGSFGKVCIVRKNDTKKMYAMKYMNKQKCVERNEVRNVFKELQIMQGLEHPFLVNLWYSFQDEEDMFMVVDLLLGGDLRYHLQQNVHFQEDTVKLFICELAMALDYLQSQRIIHRDMKPDNILLDEHGHVHITDFNIAAMLPKETRITTVAGTKPYMAPEMFTSRKETGYSFAVDWWSLGVTAYELLRGRRPYHIRSSTSSKEIVNMFETAIVTYPSAWSQEMVSLLKKLLEPNPDQRFSHLTDIQNFPYMSDMNWDAVLQKRLIPGFIP.... Result: 0 (no interaction).